This data is from NCI-60 drug combinations with 297,098 pairs across 59 cell lines. The task is: Regression. Given two drug SMILES strings and cell line genomic features, predict the synergy score measuring deviation from expected non-interaction effect. (1) Drug 1: CC1=C2C(C(=O)C3(C(CC4C(C3C(C(C2(C)C)(CC1OC(=O)C(C(C5=CC=CC=C5)NC(=O)OC(C)(C)C)O)O)OC(=O)C6=CC=CC=C6)(CO4)OC(=O)C)OC)C)OC. Drug 2: C1C(C(OC1N2C=NC(=NC2=O)N)CO)O. Cell line: SNB-75. Synergy scores: CSS=25.6, Synergy_ZIP=1.20, Synergy_Bliss=1.35, Synergy_Loewe=-39.0, Synergy_HSA=-1.89. (2) Drug 1: CC1=C2C(C(=O)C3(C(CC4C(C3C(C(C2(C)C)(CC1OC(=O)C(C(C5=CC=CC=C5)NC(=O)C6=CC=CC=C6)O)O)OC(=O)C7=CC=CC=C7)(CO4)OC(=O)C)O)C)OC(=O)C. Drug 2: C1CC(=O)NC(=O)C1N2C(=O)C3=CC=CC=C3C2=O. Cell line: DU-145. Synergy scores: CSS=4.93, Synergy_ZIP=4.16, Synergy_Bliss=1.61, Synergy_Loewe=-58.8, Synergy_HSA=-2.74. (3) Drug 1: CS(=O)(=O)C1=CC(=C(C=C1)C(=O)NC2=CC(=C(C=C2)Cl)C3=CC=CC=N3)Cl. Synergy scores: CSS=3.85, Synergy_ZIP=-1.16, Synergy_Bliss=-0.827, Synergy_Loewe=-2.44, Synergy_HSA=-2.86. Drug 2: CC1=C(C=C(C=C1)C(=O)NC2=CC(=CC(=C2)C(F)(F)F)N3C=C(N=C3)C)NC4=NC=CC(=N4)C5=CN=CC=C5. Cell line: A549.